From a dataset of Catalyst prediction with 721,799 reactions and 888 catalyst types from USPTO. Predict which catalyst facilitates the given reaction. (1) Reactant: [CH3:1][C:2]([CH3:13])([CH2:6][C:7]1[CH:12]=[CH:11][CH:10]=[CH:9][CH:8]=1)[C:3](Cl)=[O:4].[NH2:14][C:15]1[C:20]([O:21][CH3:22])=[CH:19][C:18]([C:23]2[C:31]3[C:26](=[N:27][CH:28]=[N:29][C:30]=3[NH2:32])[N:25]([C@H:33]3[CH2:38][CH2:37][C@H:36]([N:39]4[CH2:44][CH2:43][N:42]([CH3:45])[CH2:41][CH2:40]4)[CH2:35][CH2:34]3)[N:24]=2)=[C:17]([F:46])[CH:16]=1. Product: [NH2:32][C:30]1[N:29]=[CH:28][N:27]=[C:26]2[N:25]([C@H:33]3[CH2:38][CH2:37][C@H:36]([N:39]4[CH2:44][CH2:43][N:42]([CH3:45])[CH2:41][CH2:40]4)[CH2:35][CH2:34]3)[N:24]=[C:23]([C:18]3[C:17]([F:46])=[CH:16][C:15]([NH:14][C:3](=[O:4])[C:2]([CH3:13])([CH3:1])[CH2:6][C:7]4[CH:12]=[CH:11][CH:10]=[CH:9][CH:8]=4)=[C:20]([O:21][CH3:22])[CH:19]=3)[C:31]=12. The catalyst class is: 17. (2) Reactant: [CH3:1][O:2][C:3](=[O:24])[C:4]1[C:9]([O:10][CH3:11])=[CH:8][C:7]([C:12]([F:15])([F:14])[F:13])=[CH:6][C:5]=1[O:16]CC1C=CC=CC=1. Product: [CH3:1][O:2][C:3](=[O:24])[C:4]1[C:9]([O:10][CH3:11])=[CH:8][C:7]([C:12]([F:13])([F:15])[F:14])=[CH:6][C:5]=1[OH:16]. The catalyst class is: 29. (3) Product: [Cl:1][C:2]1[N:7]([CH3:9])[C:6](=[O:8])[CH:5]=[CH:4][CH:3]=1. Reactant: [Cl:1][C:2]1[N:7]=[C:6]([OH:8])[CH:5]=[CH:4][CH:3]=1.[C:9]([O-])([O-])=O.[K+].[K+].IC. The catalyst class is: 21. (4) Reactant: [N:1]1[CH:6]=[CH:5][CH:4]=[CH:3][C:2]=1[CH:7]=O.[C:9]([O:13][C:14]([CH3:17])([CH3:16])[CH3:15])(=[O:12])[NH:10][NH2:11]. The catalyst class is: 8. Product: [C:14]([O:13][C:9]([NH:10][N:11]=[CH:7][C:2]1[CH:3]=[CH:4][CH:5]=[CH:6][N:1]=1)=[O:12])([CH3:17])([CH3:16])[CH3:15].